Dataset: Peptide-MHC class I binding affinity with 185,985 pairs from IEDB/IMGT. Task: Regression. Given a peptide amino acid sequence and an MHC pseudo amino acid sequence, predict their binding affinity value. This is MHC class I binding data. (1) The peptide sequence is VTDGGEVGE. The MHC is HLA-A26:01 with pseudo-sequence HLA-A26:01. The binding affinity (normalized) is 0.0847. (2) The peptide sequence is TEDLLHLNSL. The MHC is Mamu-A11 with pseudo-sequence Mamu-A11. The binding affinity (normalized) is 0.514. (3) The peptide sequence is LVGPTPVNI. The MHC is HLA-B51:01 with pseudo-sequence HLA-B51:01. The binding affinity (normalized) is 0.151. (4) The peptide sequence is ILLAPLLSA. The MHC is HLA-A02:06 with pseudo-sequence HLA-A02:06. The binding affinity (normalized) is 0.788. (5) The peptide sequence is IMAVGMVSI. The MHC is HLA-A02:17 with pseudo-sequence HLA-A02:17. The binding affinity (normalized) is 0.384.